This data is from TCR-epitope binding with 47,182 pairs between 192 epitopes and 23,139 TCRs. The task is: Binary Classification. Given a T-cell receptor sequence (or CDR3 region) and an epitope sequence, predict whether binding occurs between them. (1) The epitope is HLVDFQVTI. The TCR CDR3 sequence is CAGTLAGGTDTQYF. Result: 0 (the TCR does not bind to the epitope). (2) The TCR CDR3 sequence is CASSGDRNQPQHF. The epitope is KLSALGINAV. Result: 1 (the TCR binds to the epitope). (3) The epitope is SFHSLHLLF. The TCR CDR3 sequence is CATLLDRYNEQFF. Result: 1 (the TCR binds to the epitope). (4) The epitope is NLSALGIFST. The TCR CDR3 sequence is CASSEGAVSTRQFF. Result: 1 (the TCR binds to the epitope). (5) The epitope is LLLGIGILV. The TCR CDR3 sequence is CASSTTSGVLWTGELFF. Result: 0 (the TCR does not bind to the epitope). (6) The epitope is YFPLQSYGF. The TCR CDR3 sequence is CASSQGSRVGNEQFF. Result: 0 (the TCR does not bind to the epitope).